This data is from Peptide-MHC class I binding affinity with 185,985 pairs from IEDB/IMGT. The task is: Regression. Given a peptide amino acid sequence and an MHC pseudo amino acid sequence, predict their binding affinity value. This is MHC class I binding data. (1) The peptide sequence is FSDLCNFLI. The MHC is HLA-A26:01 with pseudo-sequence HLA-A26:01. The binding affinity (normalized) is 0.0847. (2) The peptide sequence is PTSETMYLT. The MHC is HLA-A02:03 with pseudo-sequence HLA-A02:03. The binding affinity (normalized) is 0.242. (3) The peptide sequence is RNKLSYRNK. The MHC is HLA-A11:01 with pseudo-sequence HLA-A11:01. The binding affinity (normalized) is 0. (4) The MHC is HLA-A02:01 with pseudo-sequence HLA-A02:01. The peptide sequence is RVKQWVMDT. The binding affinity (normalized) is 0.0834.